This data is from Full USPTO retrosynthesis dataset with 1.9M reactions from patents (1976-2016). The task is: Predict the reactants needed to synthesize the given product. (1) Given the product [Cl:20][C:5]1[CH:6]=[C:7]2[C:8]([CH:18]=[CH:17][NH:16]2)=[CH:9][C:4]=1[C:3]([O:2][CH3:1])=[O:21], predict the reactants needed to synthesize it. The reactants are: [CH3:1][O:2][C:3](=[O:21])[C:4]1[CH:9]=[C:8](C#C[Si](C)(C)C)[C:7]([NH:16][C:17](=O)[CH3:18])=[CH:6][C:5]=1[Cl:20].[F-].C([N+](CCCC)(CCCC)CCCC)CCC. (2) Given the product [Cl:15][C:6]1[N:1]=[C:2]2[CH2:13][CH2:12][CH2:11][CH2:10][CH2:9][CH2:8][C:3]2=[CH:4][CH:5]=1, predict the reactants needed to synthesize it. The reactants are: [NH:1]1[C:6](=O)[CH:5]=[CH:4][C:3]2[CH2:8][CH2:9][CH2:10][CH2:11][CH2:12][CH2:13][C:2]1=2.O(Cl)[Cl:15].[P+3]. (3) Given the product [Cl:18][C:6]1[C:7]2[C:12](=[CH:11][CH:10]=[CH:9][CH:8]=2)[C:13]([OH:14])=[C:4]([C:1](=[O:3])[CH3:2])[N:5]=1, predict the reactants needed to synthesize it. The reactants are: [C:1]([C:4]1[NH:5][C:6](=O)[C:7]2[C:12]([C:13]=1[OH:14])=[CH:11][CH:10]=[CH:9][CH:8]=2)(=[O:3])[CH3:2].P(Cl)(Cl)([Cl:18])=O. (4) Given the product [Cl:33][C:3]1[C:4]2[N:8]3[CH2:9][C@H:10]([NH:22][C:23](=[O:29])[O:24][C:25]([CH3:28])([CH3:27])[CH3:26])[C@@H:11]([C:13]4[CH:18]=[C:17]([F:19])[C:16]([F:20])=[CH:15][C:14]=4[F:21])[CH2:12][C:7]3=[N:6][C:5]=2[CH:30]=[CH:31][N:2]=1, predict the reactants needed to synthesize it. The reactants are: [O-][N+:2]1[CH:31]=[CH:30][C:5]2[N:6]=[C:7]3[CH2:12][C@H:11]([C:13]4[CH:18]=[C:17]([F:19])[C:16]([F:20])=[CH:15][C:14]=4[F:21])[C@@H:10]([NH:22][C:23](=[O:29])[O:24][C:25]([CH3:28])([CH3:27])[CH3:26])[CH2:9][N:8]3[C:4]=2[CH:3]=1.O(Cl)[Cl:33].[P+3].